This data is from Forward reaction prediction with 1.9M reactions from USPTO patents (1976-2016). The task is: Predict the product of the given reaction. (1) Given the reactants [OH:1][CH:2]1[CH2:5][N:4]([C:6]2[CH:14]=[CH:13][C:9]([C:10]([NH2:12])=[O:11])=[CH:8][N:7]=2)[CH2:3]1.[C:15](Cl)(=[O:26])[O:16][C:17]1[CH:22]=[CH:21][C:20]([N+:23]([O-:25])=[O:24])=[CH:19][CH:18]=1, predict the reaction product. The product is: [C:15](=[O:26])([O:16][C:17]1[CH:18]=[CH:19][C:20]([N+:23]([O-:25])=[O:24])=[CH:21][CH:22]=1)[O:1][CH:2]1[CH2:5][N:4]([C:6]2[CH:14]=[CH:13][C:9]([C:10](=[O:11])[NH2:12])=[CH:8][N:7]=2)[CH2:3]1. (2) Given the reactants [CH2:1]([N:5]([CH2:24][CH2:25][CH2:26][CH3:27])[C:6]1[CH:11]=[CH:10][C:9]([CH:12]=[CH:13][C:14]2[CH:21]=[CH:20][C:17]([CH:18]=O)=[CH:16][CH:15]=2)=[C:8]([O:22][CH3:23])[CH:7]=1)[CH2:2][CH2:3][CH3:4].[C:28]([C:30]1[C:31](=[C:38]([C:41]#[N:42])[C:39]#[N:40])[O:32][C:33]([CH3:37])([CH3:36])[C:34]=1[CH3:35])#[N:29].C([O-])(=O)C.[NH4+], predict the reaction product. The product is: [CH2:24]([N:5]([CH2:1][CH2:2][CH2:3][CH3:4])[C:6]1[CH:11]=[CH:10][C:9]([CH:12]=[CH:13][C:14]2[CH:21]=[CH:20][C:17]([CH:18]=[CH:35][C:34]3[C:33]([CH3:36])([CH3:37])[O:32][C:31](=[C:38]([C:39]#[N:40])[C:41]#[N:42])[C:30]=3[C:28]#[N:29])=[CH:16][CH:15]=2)=[C:8]([O:22][CH3:23])[CH:7]=1)[CH2:25][CH2:26][CH3:27]. (3) The product is: [Cl:22][C:23]1[N:24]=[CH:25][C:26]([CH2:29][O:8][C:6]2[CH:5]=[CH:4][C:3]([C:9]([N:11]3[CH2:15][CH2:14][CH2:13][C@H:12]3[CH2:16][N:17]3[CH2:21][CH2:20][CH2:19][CH2:18]3)=[O:10])=[C:2]([F:1])[CH:7]=2)=[CH:27][CH:28]=1. Given the reactants [F:1][C:2]1[CH:7]=[C:6]([OH:8])[CH:5]=[CH:4][C:3]=1[C:9]([N:11]1[CH2:15][CH2:14][CH2:13][C@H:12]1[CH2:16][N:17]1[CH2:21][CH2:20][CH2:19][CH2:18]1)=[O:10].[Cl:22][C:23]1[CH:28]=[CH:27][C:26]([CH2:29]Cl)=[CH:25][N:24]=1, predict the reaction product. (4) Given the reactants [Cl:1][C:2]1[N:11]=[C:10](Cl)[C:9]2[C:4](=[CH:5][CH:6]=[C:7]([Cl:13])[CH:8]=2)[N:3]=1.Cl.[CH3:15][NH:16][CH3:17].C(N(CC)CC)C, predict the reaction product. The product is: [Cl:1][C:2]1[N:11]=[C:10]([N:16]([CH3:17])[CH3:15])[C:9]2[C:4](=[CH:5][CH:6]=[C:7]([Cl:13])[CH:8]=2)[N:3]=1. (5) Given the reactants [Cl:1][C:2]1[CH:3]=[C:4]2[C:9](=[CH:10][C:11]=1[O:12][C:13]1[CH:21]=[CH:20][C:16]([C:17](O)=[O:18])=[CH:15][CH:14]=1)[O:8][CH2:7][CH2:6][CH:5]2[C:22]([O:24][CH2:25][CH3:26])=[O:23].Cl.[NH2:28][CH2:29][CH:30]([C:32]1[CH:37]=[CH:36][C:35]([Cl:38])=[CH:34][CH:33]=1)[OH:31].C(N(C(C)C)C(C)C)C.N1C2C(=NC=CC=2)N(O)N=1.Cl.C(N=C=NCCCN(C)C)C, predict the reaction product. The product is: [Cl:1][C:2]1[CH:3]=[C:4]2[C:9](=[CH:10][C:11]=1[O:12][C:13]1[CH:14]=[CH:15][C:16]([C:17](=[O:18])[NH:28][CH2:29][CH:30]([C:32]3[CH:37]=[CH:36][C:35]([Cl:38])=[CH:34][CH:33]=3)[OH:31])=[CH:20][CH:21]=1)[O:8][CH2:7][CH2:6][CH:5]2[C:22]([O:24][CH2:25][CH3:26])=[O:23]. (6) The product is: [O:18]([C:19]1[CH:24]=[C:23]([CH2:25][OH:26])[CH:22]=[CH:21][C:20]=1[CH2:27][C:28]1[CH:29]=[CH:30][C:31]([CH2:34][CH2:35][CH2:4][OH:7])=[CH:32][CH:33]=1)[C@@H:17]1[O:36][C@H:13]([C@@H:12]([CH3:1])[OH:11])[C@@H:14]([OH:39])[C@H:15]([OH:38])[C@H:16]1[OH:37]. Given the reactants [CH2:1](Cl)Cl.[C:4](=[O:7])([O-])[O-].[K+].[K+].C[O:11][CH2:12][C@H:13]1[O:36][C@@H:17]([O:18][C:19]2[CH:24]=[C:23]([CH2:25][OH:26])[CH:22]=[CH:21][C:20]=2[CH2:27][C:28]2[CH:33]=[CH:32][C:31]([CH2:34][CH3:35])=[CH:30][CH:29]=2)[C@H:16]([OH:37])[C@@H:15]([OH:38])[C@@H:14]1[OH:39], predict the reaction product. (7) Given the reactants [CH3:1][O:2][C:3]1[C:8]2[NH:9][C:10]([C:12]3[S:13][CH:14]=[CH:15][CH:16]=3)=[N:11][C:7]=2[C:6]([C:17]([OH:19])=O)=[CH:5][CH:4]=1.[NH2:20][CH2:21][CH2:22][NH:23][C:24](=[O:32])[C:25]1[CH:30]=[CH:29][C:28]([CH3:31])=[CH:27][CH:26]=1, predict the reaction product. The product is: [CH3:1][O:2][C:3]1[C:8]2[NH:9][C:10]([C:12]3[S:13][CH:14]=[CH:15][CH:16]=3)=[N:11][C:7]=2[C:6]([C:17]([NH:20][CH2:21][CH2:22][NH:23][C:24](=[O:32])[C:25]2[CH:30]=[CH:29][C:28]([CH3:31])=[CH:27][CH:26]=2)=[O:19])=[CH:5][CH:4]=1.